Dataset: Forward reaction prediction with 1.9M reactions from USPTO patents (1976-2016). Task: Predict the product of the given reaction. (1) The product is: [C:1]([C:5]1[NH:6][C:7]2[C:12]([CH:13]=1)=[CH:11][C:10]([NH2:14])=[CH:9][C:8]=2[F:17])([CH3:4])([CH3:2])[CH3:3]. Given the reactants [C:1]([C:5]1[NH:6][C:7]2[C:12]([CH:13]=1)=[CH:11][C:10]([N+:14]([O-])=O)=[CH:9][C:8]=2[F:17])([CH3:4])([CH3:3])[CH3:2], predict the reaction product. (2) Given the reactants [Cl:1][C:2]1[CH:3]=[C:4]2[C:9](=[CH:10][C:11]=1F)[O:8][CH:7]([C:13]([F:16])([F:15])[F:14])[C:6]([C:17]([O:19][CH2:20][CH3:21])=[O:18])=[CH:5]2.[CH2:22]([NH2:25])[CH2:23][CH3:24].C([O-])([O-])=O.[K+].[K+], predict the reaction product. The product is: [Cl:1][C:2]1[CH:3]=[C:4]2[C:9](=[CH:10][C:11]=1[NH:25][CH2:22][CH2:23][CH3:24])[O:8][CH:7]([C:13]([F:16])([F:15])[F:14])[C:6]([C:17]([O:19][CH2:20][CH3:21])=[O:18])=[CH:5]2. (3) Given the reactants N[C:2]1[CH:3]=[CH:4][CH:5]=[C:6]2[C:11]=1[CH:10]=[C:9]([S:12]([OH:15])(=[O:14])=[O:13])[CH:8]=[CH:7]2.[OH:16]S([O-])=O.[Na+].[OH-].[Na+].Cl, predict the reaction product. The product is: [OH:16][C:2]1[CH:3]=[CH:4][CH:5]=[C:6]2[C:11]=1[CH:10]=[C:9]([S:12]([OH:15])(=[O:14])=[O:13])[CH:8]=[CH:7]2. (4) Given the reactants [CH:1]1([C:4]2[CH:5]=[CH:6][C:7]([NH:14][C:15]3[CH:16]=[C:17]4[C:21](=[CH:22][CH:23]=3)[N:20]([C:24]3[CH:25]=[N:26][CH:27]=[CH:28][CH:29]=3)[CH:19]=[CH:18]4)=[C:8]([CH:13]=2)[C:9]([O:11]C)=[O:10])[CH2:3][CH2:2]1.[OH-].[Na+].O.Cl, predict the reaction product. The product is: [CH:1]1([C:4]2[CH:5]=[CH:6][C:7]([NH:14][C:15]3[CH:16]=[C:17]4[C:21](=[CH:22][CH:23]=3)[N:20]([C:24]3[CH:25]=[N:26][CH:27]=[CH:28][CH:29]=3)[CH:19]=[CH:18]4)=[C:8]([CH:13]=2)[C:9]([OH:11])=[O:10])[CH2:2][CH2:3]1.